This data is from Catalyst prediction with 721,799 reactions and 888 catalyst types from USPTO. The task is: Predict which catalyst facilitates the given reaction. (1) Reactant: [Si]([O:18][CH2:19][C@@H:20]([NH:31][C:32](=[O:38])[O:33][C:34]([CH3:37])([CH3:36])[CH3:35])[CH2:21][CH2:22][NH:23][C:24](=[O:30])[O:25][C:26]([CH3:29])([CH3:28])[CH3:27])(C(C)(C)C)(C1C=CC=CC=1)C1C=CC=CC=1.[OH-].[Na+].C(O)(=O)C. Product: [OH:18][CH2:19][C@@H:20]([NH:31][C:32](=[O:38])[O:33][C:34]([CH3:37])([CH3:36])[CH3:35])[CH2:21][CH2:22][NH:23][C:24](=[O:30])[O:25][C:26]([CH3:27])([CH3:29])[CH3:28]. The catalyst class is: 24. (2) Reactant: [C:1]1([C:7]2[S:8][CH2:9][CH:10]([C:12]([OH:14])=O)[N:11]=2)[CH:6]=[CH:5][CH:4]=[CH:3][CH:2]=1.CCN=C=NCCC[N:23]([CH3:25])C.C1C=CC2N(O)N=NC=2C=1.CN1CC[O:40][CH2:39]C1. Product: [CH3:39][O:40][CH2:25][NH:23][C:12]([CH:10]1[CH2:9][S:8][C:7]([C:1]2[CH:6]=[CH:5][CH:4]=[CH:3][CH:2]=2)=[N:11]1)=[O:14]. The catalyst class is: 2. (3) Product: [Cl:1][C:2]1[CH:3]=[CH:4][C:5]([C:8]2[S:12][C:11]3[C:13](=[O:15])[N:19]([CH2:21][C:34]4[CH:33]=[CH:32][CH:31]=[C:30]([O:29][CH:26]5[CH2:27][CH2:28][N:23]([CH3:22])[CH2:24][CH2:25]5)[N:35]=4)[CH:18]=[N:17][C:10]=3[CH:9]=2)=[CH:6][CH:7]=1. The catalyst class is: 27. Reactant: [Cl:1][C:2]1[CH:7]=[CH:6][C:5]([C:8]2[S:12][C:11]([C:13]([O:15]C)=O)=[C:10](/[N:17]=[CH:18]/[N:19]([CH3:21])C)[CH:9]=2)=[CH:4][CH:3]=1.[CH3:22][N:23]1[CH2:28][CH2:27][CH:26]([O:29][C:30]2[N:35]=[C:34](CN)[CH:33]=[CH:32][CH:31]=2)[CH2:25][CH2:24]1.C1(O)C=CC=CC=1. (4) Reactant: [CH3:1][CH:2]([CH3:18])[CH2:3][CH2:4][N:5]1[C:10](=[O:11])[CH2:9][C:8](=[O:12])[C:7]([C:13]2[S:14][CH:15]=[CH:16][CH:17]=2)=[N:6]1.F[B-](F)(F)F.[CH3:24][S:25][C:26](=[S+]C)[S:27][CH3:28].O1CCOCC1.N1C=CC=CC=1. Product: [CH3:24][S:25][C:26]([S:27][CH3:28])=[C:9]1[C:8](=[O:12])[C:7]([C:13]2[S:14][CH:15]=[CH:16][CH:17]=2)=[N:6][N:5]([CH2:4][CH2:3][CH:2]([CH3:18])[CH3:1])[C:10]1=[O:11]. The catalyst class is: 13. (5) The catalyst class is: 5. Reactant: C(O/[CH:4]=[N:5]/[NH:6][C:7]([O:9]CC)=O)C.[Br:12][C:13]1[CH:19]=[CH:18][C:16]([NH2:17])=[C:15]([F:20])[CH:14]=1.C[O-].[Na+]. Product: [Br:12][C:13]1[CH:19]=[CH:18][C:16]([N:17]2[C:7](=[O:9])[NH:6][N:5]=[CH:4]2)=[C:15]([F:20])[CH:14]=1. (6) Reactant: [OH:1][C:2]1[CH:7]=[CH:6][C:5]([CH:8]=[CH:9][CH2:10][CH2:11][C:12]([O:14][CH2:15][CH3:16])=[O:13])=[CH:4][C:3]=1[O:17][CH3:18]. Product: [OH:1][C:2]1[CH:7]=[CH:6][C:5]([CH2:8][CH2:9][CH2:10][CH2:11][C:12]([O:14][CH2:15][CH3:16])=[O:13])=[CH:4][C:3]=1[O:17][CH3:18]. The catalyst class is: 29. (7) The catalyst class is: 8. Product: [F:1][C:2]1[C:7]([F:8])=[CH:6][CH:5]=[C:4]([C:9]([NH:11][O:12][CH2:13][CH2:14][OH:15])=[O:10])[C:3]=1[NH:16][C:17]1[CH:26]=[CH:25][C:20]([C:21]([OH:23])=[O:22])=[CH:19][CH:18]=1. Reactant: [F:1][C:2]1[C:7]([F:8])=[CH:6][CH:5]=[C:4]([C:9]([NH:11][O:12][CH2:13][CH2:14][OH:15])=[O:10])[C:3]=1[NH:16][C:17]1[CH:26]=[CH:25][C:20]([C:21]([O:23]C)=[O:22])=[CH:19][CH:18]=1.[OH-].[Na+].Cl.